This data is from Forward reaction prediction with 1.9M reactions from USPTO patents (1976-2016). The task is: Predict the product of the given reaction. (1) The product is: [C:1]([O:6][C@@H:7]([C:9]1[N:14]=[C:13]([O:15][S:24]([CH3:23])(=[O:26])=[O:25])[CH:12]=[CH:11][N:10]=1)[CH3:8])(=[O:5])[CH2:2][CH2:3][CH3:4]. Given the reactants [C:1]([O:6][C@@H:7]([C:9]1[NH:14][C:13](=[O:15])[CH:12]=[CH:11][N:10]=1)[CH3:8])(=[O:5])[CH2:2][CH2:3][CH3:4].C(N(CC)CC)C.[CH3:23][S:24](Cl)(=[O:26])=[O:25], predict the reaction product. (2) Given the reactants [CH2:1]([N:8]1[CH:16]=[C:15]2[C:10]([CH:11]=[C:12]([C:17]3[CH:18]=[C:19]([C:27]4[CH:32]=[CH:31][C:30]([CH2:33]Br)=[CH:29][CH:28]=4)[N:20]4[C:25]=3[C:24]([NH2:26])=[N:23][CH:22]=[N:21]4)[CH:13]=[CH:14]2)=[N:9]1)[C:2]1[CH:7]=[CH:6][CH:5]=[CH:4][CH:3]=1.[NH2:35][CH:36]1C[CH2:39][CH:38]([OH:41])[CH2:37]1, predict the reaction product. The product is: [NH2:26][C:24]1[C:25]2=[C:17]([C:12]3[CH:13]=[CH:14][C:15]4[C:10]([CH:11]=3)=[N:9][N:8]([CH2:1][C:2]3[CH:7]=[CH:6][CH:5]=[CH:4][CH:3]=3)[CH:16]=4)[CH:18]=[C:19]([C:27]3[CH:28]=[CH:29][C:30]([CH2:33][N:35]4[CH2:36][CH2:37][CH:38]([OH:41])[CH2:39]4)=[CH:31][CH:32]=3)[N:20]2[N:21]=[CH:22][N:23]=1. (3) Given the reactants [Br:1][C:2]1[C:11]2[CH2:10][CH2:9][CH2:8][CH:7]([NH2:12])[C:6]=2[CH:5]=[N:4][CH:3]=1.CCN(CC)CC.[C:20](Cl)(=[O:22])[CH3:21], predict the reaction product. The product is: [Br:1][C:2]1[C:11]2[CH2:10][CH2:9][CH2:8][CH:7]([NH:12][C:20](=[O:22])[CH3:21])[C:6]=2[CH:5]=[N:4][CH:3]=1. (4) Given the reactants Br[C:2]1[CH:7]=[CH:6][N:5]2[C:8]([CH2:14][C:15]3[CH:34]=[CH:33][C:18]4/[C:19](=[C:29](/[CH3:32])\[C:30]#[N:31])/[C:20]5[CH:27]=[CH:26][C:25]([F:28])=[CH:24][C:21]=5[O:22][CH2:23][C:17]=4[CH:16]=3)=[C:9]([CH:11]3[CH2:13][CH2:12]3)[N:10]=[C:4]2[CH:3]=1.O.C1(P(C2C=CC=CC=2)CCCP(C2C=CC=CC=2)C2C=CC=CC=2)C=CC=CC=1.[C:65](=O)([O-:67])[O-:66].[K+].[K+], predict the reaction product. The product is: [C:30](/[C:29](=[C:19]1/[C:20]2[CH:27]=[CH:26][C:25]([F:28])=[CH:24][C:21]=2[O:22][CH2:23][C:17]2[CH:16]=[C:15]([CH2:14][C:8]3[N:5]4[CH:6]=[CH:7][C:2]([C:65]([OH:67])=[O:66])=[CH:3][C:4]4=[N:10][C:9]=3[CH:11]3[CH2:13][CH2:12]3)[CH:34]=[CH:33][C:18]/1=2)/[CH3:32])#[N:31].